This data is from Reaction yield outcomes from USPTO patents with 853,638 reactions. The task is: Predict the reaction yield, written as a fraction of the theoretical maximum amount of product (1.0 means a 100% yield; for example, 0.34 means a 34% yield). (1) The catalyst is CN(C=O)C. The product is [Cl:23][C:22]1[N:21]([CH3:24])[N:20]=[C:19]([CH3:25])[C:18]=1[CH2:17][S:8][C:6]1[N:5]=[C:4]([OH:9])[CH:3]=[C:2]([CH3:1])[N:7]=1. The reactants are [CH3:1][C:2]1[N:7]=[C:6]([SH:8])[N:5]=[C:4]([OH:9])[CH:3]=1.C(=O)([O-])[O-].[K+].[K+].Br[CH2:17][C:18]1[C:19]([CH3:25])=[N:20][N:21]([CH3:24])[C:22]=1[Cl:23]. The yield is 0.220. (2) The reactants are [CH3:1]N(C(ON1N=NC2C=CC=CC1=2)=[N+](C)C)C.[B-](F)(F)(F)F.[CH:23]1([C:29]2[C:30]3[CH:31]=[CH:32][C:33]([C:50]([O:52]C)=[O:51])=[CH:34][C:35]=3[N:36]3[CH:42]=[C:41]([C:43](O)=[O:44])[CH2:40][C:39]4[CH:46]=[CH:47][CH:48]=[CH:49][C:38]=4[C:37]=23)[CH2:28][CH2:27][CH2:26][CH2:25][CH2:24]1.[NH:54]1[CH2:59][CH2:58][O:57][CH2:56][CH2:55]1.C(N(CC)C(C)C)(C)C. The catalyst is CN(C=O)C. The product is [CH3:1][C:49]1[C:38]2[C:37]3=[C:29]([CH:23]4[CH2:28][CH2:27][CH2:26][CH2:25][CH2:24]4)[C:30]4[CH:31]=[CH:32][C:33]([C:50]([OH:52])=[O:51])=[CH:34][C:35]=4[N:36]3[CH:42]=[C:41]([C:43]([N:54]3[CH2:59][CH2:58][O:57][CH2:56][CH2:55]3)=[O:44])[CH2:40][C:39]=2[CH:46]=[CH:47][CH:48]=1. The yield is 0.440. (3) The reactants are C(O[C:4](=[O:21])[C:5](=[CH:11][NH:12][C:13]1[CH:14]=[N:15][C:16]([O:19][CH3:20])=[CH:17][CH:18]=1)[C:6]([O:8][CH2:9][CH3:10])=[O:7])C. The catalyst is C1C=CC(C2C=CC=CC=2)=CC=1.C1C=CC(OC2C=CC=CC=2)=CC=1. The product is [CH2:9]([O:8][C:6]([C:5]1[C:4](=[O:21])[C:14]2[C:13](=[CH:18][CH:17]=[C:16]([O:19][CH3:20])[N:15]=2)[NH:12][CH:11]=1)=[O:7])[CH3:10]. The yield is 0.730. (4) The product is [Br:1][C:2]1[CH:7]=[CH:6][C:5]([NH:8][C:9]2[N:10]([CH3:32])[C:11](=[O:31])[C:12]([CH3:30])=[CH:13][C:14]=2[C:15]([NH:17][O:18][CH2:19][C@@H:20]([OH:22])[CH3:21])=[O:16])=[C:4]([F:33])[CH:3]=1. The reactants are [Br:1][C:2]1[CH:7]=[CH:6][C:5]([NH:8][C:9]2[N:10]([CH3:32])[C:11](=[O:31])[C:12]([CH3:30])=[CH:13][C:14]=2[C:15]([NH:17][O:18][CH2:19][C@@H:20]([O:22][Si](C(C)(C)C)(C)C)[CH3:21])=[O:16])=[C:4]([F:33])[CH:3]=1.Cl. The yield is 0.690. The catalyst is C1COCC1.CCOC(C)=O. (5) The product is [O-:26][N+:1]1[CH:2]=[CH:3][C:4]([C:7]2([OH:17])[CH2:8][CH2:9][C:10]3([O:14][CH2:13][CH2:12][O:11]3)[CH2:15][CH2:16]2)=[CH:5][CH:6]=1. The reactants are [N:1]1[CH:6]=[CH:5][C:4]([C:7]2([OH:17])[CH2:16][CH2:15][C:10]3([O:14][CH2:13][CH2:12][O:11]3)[CH2:9][CH2:8]2)=[CH:3][CH:2]=1.C1C=C(Cl)C=C(C(OO)=[O:26])C=1. The catalyst is C(Cl)Cl. The yield is 0.980. (6) The reactants are [CH3:1][O:2][C:3]1[CH:4]=[C:5]([S:11](Cl)(=[O:13])=[O:12])[CH:6]=[CH:7][C:8]=1[O:9][CH3:10].[OH-].[Na+].[NH:17]1[CH:21]=[CH:20][C:19]([CH:22]=[O:23])=[CH:18]1.C([O-])(O)=O.[Na+]. The catalyst is C(Cl)Cl.[N+](CCCC)(CCCC)(CCCC)CCCC.[O-]S(O)(=O)=O. The product is [CH3:1][O:2][C:3]1[CH:4]=[C:5]([S:11]([N:17]2[CH:21]=[CH:20][C:19]([CH:22]=[O:23])=[CH:18]2)(=[O:13])=[O:12])[CH:6]=[CH:7][C:8]=1[O:9][CH3:10]. The yield is 0.850.